The task is: Predict the reactants needed to synthesize the given product.. This data is from Full USPTO retrosynthesis dataset with 1.9M reactions from patents (1976-2016). (1) Given the product [N+:13]([C:16]1[CH:17]=[CH:18][C:19]([C:20]([NH:1][C:2]2[S:3][CH:4]=[CH:5][N:6]=2)=[O:21])=[CH:23][CH:24]=1)([O-:15])=[O:14], predict the reactants needed to synthesize it. The reactants are: [NH2:1][C:2]1[S:3][CH:4]=[CH:5][N:6]=1.N1C=CC=CC=1.[N+:13]([C:16]1[CH:24]=[CH:23][C:19]([C:20](Cl)=[O:21])=[CH:18][CH:17]=1)([O-:15])=[O:14]. (2) Given the product [OH:29][C:23]1([C:7]2[C:8]([OH:10])=[CH:9][C:4]3[O:3][CH2:2][O:1][C:5]=3[CH:6]=2)[C:22](=[O:30])[CH:21]=[C:20]2[O:19][CH2:18][CH2:17][CH2:16][N:27]3[C:28]2=[C:24]1[CH:25]=[CH:26]3, predict the reactants needed to synthesize it. The reactants are: [O:1]1[C:5]2[CH:6]=[CH:7][C:8]([OH:10])=[CH:9][C:4]=2[O:3][CH2:2]1.C([Mg]Cl)(C)C.[CH2:16]1[N:27]2[C:28]3[C:20](=[CH:21][C:22](=[O:30])[C:23](=[O:29])[C:24]=3[CH:25]=[CH:26]2)[O:19][CH2:18][CH2:17]1. (3) Given the product [OH:1][CH:2]([C:28]1[CH:29]=[CH:30][C:31]([O:34][C:35]2[CH:40]=[CH:39][CH:38]=[CH:37][N:36]=2)=[CH:32][CH:33]=1)[CH:3]([CH2:14][C:15]1[CH:20]=[CH:19][CH:18]=[C:17]([O:21][C:22]([F:27])([F:26])[CH:23]([F:25])[F:24])[CH:16]=1)[C:4]([OH:6])=[O:5], predict the reactants needed to synthesize it. The reactants are: [OH:1][CH:2]([C:28]1[CH:33]=[CH:32][C:31]([O:34][C:35]2[CH:40]=[CH:39][CH:38]=[CH:37][N:36]=2)=[CH:30][CH:29]=1)[CH:3]([CH2:14][C:15]1[CH:20]=[CH:19][CH:18]=[C:17]([O:21][C:22]([F:27])([F:26])[CH:23]([F:25])[F:24])[CH:16]=1)[C:4]([O:6]CC1C=CC=CC=1)=[O:5].[H][H]. (4) The reactants are: [Br:1][C:2]1[CH:10]=[C:6]([C:7]([OH:9])=O)[C:5]([OH:11])=[CH:4][CH:3]=1.[NH2:12][C:13]1[S:14][C:15]([CH3:24])=[C:16]([C:18]2[CH:23]=[CH:22][CH:21]=[CH:20][CH:19]=2)[N:17]=1. Given the product [Br:1][C:2]1[CH:3]=[CH:4][C:5]([OH:11])=[C:6]([CH:10]=1)[C:7]([NH:12][C:13]1[S:14][C:15]([CH3:24])=[C:16]([C:18]2[CH:23]=[CH:22][CH:21]=[CH:20][CH:19]=2)[N:17]=1)=[O:9], predict the reactants needed to synthesize it.